Task: Predict the reactants needed to synthesize the given product.. Dataset: Full USPTO retrosynthesis dataset with 1.9M reactions from patents (1976-2016) (1) The reactants are: [Br:1][C:2]1[N:3]=[C:4]([O:9][CH3:10])[C:5]([NH2:8])=[N:6][CH:7]=1.[Cl:11][C:12]1[CH:17]=[CH:16][C:15]([Cl:18])=[CH:14][C:13]=1[S:19](Cl)(=[O:21])=[O:20]. Given the product [Br:1][C:2]1[N:3]=[C:4]([O:9][CH3:10])[C:5]([NH:8][S:19]([C:13]2[CH:14]=[C:15]([Cl:18])[CH:16]=[CH:17][C:12]=2[Cl:11])(=[O:21])=[O:20])=[N:6][CH:7]=1, predict the reactants needed to synthesize it. (2) Given the product [Cl:17][C:18]1[CH:19]=[C:20]([CH2:24][CH2:25][NH:26][CH2:12][C:11]2[CH:14]=[CH:15][CH:16]=[C:9]([C:1](=[O:8])[C:2]3[CH:7]=[CH:6][CH:5]=[CH:4][CH:3]=3)[CH:10]=2)[CH:21]=[CH:22][CH:23]=1, predict the reactants needed to synthesize it. The reactants are: [C:1]([C:9]1[CH:10]=[C:11]([CH:14]=[CH:15][CH:16]=1)[CH:12]=O)(=[O:8])[C:2]1[CH:7]=[CH:6][CH:5]=[CH:4][CH:3]=1.[Cl:17][C:18]1[CH:19]=[C:20]([CH2:24][CH2:25][NH2:26])[CH:21]=[CH:22][CH:23]=1.C(O)(=O)C.C(O[BH-](OC(=O)C)OC(=O)C)(=O)C.[Na+]. (3) Given the product [Br:1][CH2:2][C:3]1[CH:12]=[N:11][C:10]2[C:9]([N:15]3[CH2:20][CH2:19][O:18][CH2:17][CH2:16]3)=[N:8][C:7]([Cl:14])=[N:6][C:5]=2[CH:4]=1, predict the reactants needed to synthesize it. The reactants are: [Br:1][CH2:2][C:3]1[CH:12]=[N:11][C:10]2[C:9](Cl)=[N:8][C:7]([Cl:14])=[N:6][C:5]=2[CH:4]=1.[NH:15]1[CH2:20][CH2:19][O:18][CH2:17][CH2:16]1.C(N(CC)CC)C.C([O-])(O)=O.[Na+]. (4) Given the product [C:1]([C:5]1[CH:12]=[CH:11][C:8]([CH2:9][NH:23][CH2:22][CH2:21][C:15]2[C:16]([Cl:20])=[CH:17][CH:18]=[CH:19][C:14]=2[Cl:13])=[CH:7][CH:6]=1)([CH3:4])([CH3:3])[CH3:2], predict the reactants needed to synthesize it. The reactants are: [C:1]([C:5]1[CH:12]=[CH:11][C:8]([CH:9]=O)=[CH:7][CH:6]=1)([CH3:4])([CH3:3])[CH3:2].[Cl:13][C:14]1[CH:19]=[CH:18][CH:17]=[C:16]([Cl:20])[C:15]=1[CH2:21][CH2:22][NH2:23].[BH4-].[Na+]. (5) Given the product [CH2:1]([O:3][C:4]([CH:6]1[CH2:10][CH2:9][CH2:8][CH:7]1[NH:11][CH2:12][C:13]1[CH:14]=[CH:15][C:16]([Cl:19])=[CH:17][CH:18]=1)=[O:5])[CH3:2], predict the reactants needed to synthesize it. The reactants are: [CH2:1]([O:3][C:4]([C:6]1[CH2:10][CH2:9][CH2:8][C:7]=1[NH:11][CH2:12][C:13]1[CH:18]=[CH:17][C:16]([Cl:19])=[CH:15][CH:14]=1)=[O:5])[CH3:2].C(O[BH-](OC(=O)C)OC(=O)C)(=O)C.[Na+]. (6) Given the product [CH2:1]([O:8][C:9]1[CH:10]=[C:11]([CH:12]=[CH:37][C:38]([O:40][CH2:41][CH3:42])=[O:39])[CH:14]=[CH:15][C:16]=1[CH3:17])[C:2]1[CH:7]=[CH:6][CH:5]=[CH:4][CH:3]=1, predict the reactants needed to synthesize it. The reactants are: [CH2:1]([O:8][C:9]1[CH:10]=[C:11]([CH:14]=[CH:15][C:16]=1[CH3:17])[CH:12]=O)[C:2]1[CH:7]=[CH:6][CH:5]=[CH:4][CH:3]=1.C1(P(=[CH:37][C:38]([O:40][CH2:41][CH3:42])=[O:39])(C2C=CC=CC=2)C2C=CC=CC=2)C=CC=CC=1.